This data is from Forward reaction prediction with 1.9M reactions from USPTO patents (1976-2016). The task is: Predict the product of the given reaction. Given the reactants [Cl:1][C:2]1[CH:3]=[C:4]([CH:8]=[CH:9][C:10]=1F)[C:5]([OH:7])=[O:6].[N:12]1(C(OC(C)(C)C)=O)[CH2:17][CH2:16][NH:15][CH2:14][CH2:13]1.CCN(C(C)C)C(C)C, predict the reaction product. The product is: [ClH:1].[Cl:1][C:2]1[CH:3]=[C:4]([CH:8]=[CH:9][C:10]=1[N:12]1[CH2:17][CH2:16][NH:15][CH2:14][CH2:13]1)[C:5]([OH:7])=[O:6].